From a dataset of HIV replication inhibition screening data with 41,000+ compounds from the AIDS Antiviral Screen. Binary Classification. Given a drug SMILES string, predict its activity (active/inactive) in a high-throughput screening assay against a specified biological target. The compound is CC(=O)OCC1OC(N2C(=O)C(Oc3ccccc3)C2c2ccccc2)C(OC(C)=O)C(OC(C)=O)C1OC(C)=O. The result is 0 (inactive).